Dataset: Full USPTO retrosynthesis dataset with 1.9M reactions from patents (1976-2016). Task: Predict the reactants needed to synthesize the given product. Given the product [CH2:1]([N:8]1[CH2:13][CH2:12][C@@H:11]([CH3:14])[C@@H:10]([N:15]2[C:16]3=[C:17]4[CH:28]=[CH:27][N:26]([CH2:29][O:30][CH2:31][CH2:32][Si:33]([CH3:36])([CH3:35])[CH3:34])[C:18]4=[N:19][CH:20]=[C:21]3[CH:22]=[CH:23]2)[CH2:9]1)[C:2]1[CH:3]=[CH:4][CH:5]=[CH:6][CH:7]=1, predict the reactants needed to synthesize it. The reactants are: [CH2:1]([N:8]1[CH2:13][CH2:12][C@@H:11]([CH3:14])[C@@H:10]([NH:15][C:16]2[C:17]3[CH:28]=[CH:27][N:26]([CH2:29][O:30][CH2:31][CH2:32][Si:33]([CH3:36])([CH3:35])[CH3:34])[C:18]=3[N:19]=[CH:20][C:21]=2[CH:22]=[CH:23]OC)[CH2:9]1)[C:2]1[CH:7]=[CH:6][CH:5]=[CH:4][CH:3]=1.CO.C(Cl)(=O)C.C(=O)([O-])O.[Na+].